Dataset: Full USPTO retrosynthesis dataset with 1.9M reactions from patents (1976-2016). Task: Predict the reactants needed to synthesize the given product. (1) Given the product [N:43]1[C:52]2[C:47](=[CH:48][N:49]=[CH:50][CH:51]=2)[CH:46]=[CH:45][C:44]=1[C:53]1([NH:56][C:27]([C:26]2[C:25]([O:31][CH3:32])=[CH:24][C:23]([CH3:33])=[C:22]([C:3]3[CH:4]=[CH:5][C:6]4[O:10][C:9]([C:11]5[CH:12]=[CH:13][C:14]([F:17])=[CH:15][CH:16]=5)=[C:8]([C:18]([NH:19][CH3:20])=[O:21])[C:7]=4[C:2]=3[F:1])[CH:30]=2)=[O:29])[CH2:54][CH2:55]1, predict the reactants needed to synthesize it. The reactants are: [F:1][C:2]1[C:7]2[C:8]([C:18](=[O:21])[NH:19][CH3:20])=[C:9]([C:11]3[CH:16]=[CH:15][C:14]([F:17])=[CH:13][CH:12]=3)[O:10][C:6]=2[CH:5]=[CH:4][C:3]=1[C:22]1[C:23]([CH3:33])=[CH:24][C:25]([O:31][CH3:32])=[C:26]([CH:30]=1)[C:27]([OH:29])=O.CCN(C(C)C)C(C)C.[N:43]1[C:52]2[C:47](=[CH:48][N:49]=[CH:50][CH:51]=2)[CH:46]=[CH:45][C:44]=1[C:53]1([NH2:56])[CH2:55][CH2:54]1.CN(C(ON1N=NC2C=CC=NC1=2)=[N+](C)C)C.F[P-](F)(F)(F)(F)F. (2) Given the product [NH:1]1[C:9]2[C:4](=[CH:5][CH:6]=[CH:7][CH:8]=2)[C:3](/[CH:10]=[C:11]2\[O:12][C:13]3[C:20]([CH2:21][CH2:22][CH:23]4[CH2:24][CH2:25][NH:26][CH2:27][CH2:28]4)=[C:19]([O:36][CH3:37])[CH:18]=[CH:17][C:14]=3[C:15]\2=[O:16])=[N:2]1, predict the reactants needed to synthesize it. The reactants are: [NH:1]1[C:9]2[C:4](=[CH:5][CH:6]=[CH:7][CH:8]=2)[C:3](/[CH:10]=[C:11]2\[O:12][C:13]3[C:20]([CH2:21][CH2:22][CH:23]4[CH2:28][CH2:27][N:26](C(OC(C)(C)C)=O)[CH2:25][CH2:24]4)=[C:19]([O:36][CH3:37])[CH:18]=[CH:17][C:14]=3[C:15]\2=[O:16])=[N:2]1.Cl. (3) Given the product [Br:32][C:33]1[C:34]([C:38]([F:41])([F:40])[F:39])=[N:35][N:36]([CH2:2][C:3]([NH:5][C@H:6]([C:16]2[C:21]([C:22]3[CH:23]=[CH:24][C:25]([F:31])=[C:26]([CH:30]=3)[C:27]([NH2:29])=[O:28])=[CH:20][CH:19]=[CH:18][N:17]=2)[CH2:7][C:8]2[CH:13]=[C:12]([F:14])[CH:11]=[C:10]([F:15])[CH:9]=2)=[O:4])[CH:37]=1, predict the reactants needed to synthesize it. The reactants are: Cl[CH2:2][C:3]([NH:5][C@H:6]([C:16]1[C:21]([C:22]2[CH:23]=[CH:24][C:25]([F:31])=[C:26]([CH:30]=2)[C:27]([NH2:29])=[O:28])=[CH:20][CH:19]=[CH:18][N:17]=1)[CH2:7][C:8]1[CH:13]=[C:12]([F:14])[CH:11]=[C:10]([F:15])[CH:9]=1)=[O:4].[Br:32][C:33]1[C:34]([C:38]([F:41])([F:40])[F:39])=[N:35][NH:36][CH:37]=1. (4) Given the product [CH3:1][N:2]([CH2:9][C:10]1[CH:11]=[N:12][C:13]([C:16]2[CH:17]=[CH:18][C:19]([S:22]([CH3:25])(=[O:24])=[O:23])=[CH:20][CH:21]=2)=[CH:14][CH:15]=1)[CH:3]1[CH2:8][CH2:7][N:6]([C:27]([O:29][C:30]2[CH:35]=[CH:34][C:33]([O:36][CH3:37])=[CH:32][CH:31]=2)=[O:28])[CH2:5][CH2:4]1, predict the reactants needed to synthesize it. The reactants are: [CH3:1][N:2]([CH2:9][C:10]1[CH:11]=[N:12][C:13]([C:16]2[CH:21]=[CH:20][C:19]([S:22]([CH3:25])(=[O:24])=[O:23])=[CH:18][CH:17]=2)=[CH:14][CH:15]=1)[CH:3]1[CH2:8][CH2:7][NH:6][CH2:5][CH2:4]1.Cl[C:27]([O:29][C:30]1[CH:35]=[CH:34][C:33]([O:36][CH3:37])=[CH:32][CH:31]=1)=[O:28]. (5) Given the product [Cl:31][C:11]1[CH:10]=[C:9]([OH:8])[CH:29]=[C:28]([Cl:30])[C:12]=1[CH2:13][C@@H:14]1[CH2:18][CH2:17][N:16]([C@H:19]2[CH2:24][CH2:23][C@H:22]([O:25][CH3:26])[CH2:21][CH2:20]2)[C:15]1=[O:27], predict the reactants needed to synthesize it. The reactants are: C([O:8][C:9]1[CH:29]=[C:28]([Cl:30])[C:12]([CH2:13][C@@H:14]2[CH2:18][CH2:17][N:16]([C@H:19]3[CH2:24][CH2:23][C@H:22]([O:25][CH3:26])[CH2:21][CH2:20]3)[C:15]2=[O:27])=[C:11]([Cl:31])[CH:10]=1)C1C=CC=CC=1.[H][H]. (6) Given the product [F:24][C:22]1[CH:21]=[C:20]([C:25]2[CH:26]=[CH:27][C:28]([NH:31][C:13]([C@H:10]3[CH2:9][CH2:8][C@@H:7]([N:4]4[CH2:5][CH2:6][N:2]([CH3:1])[C:3]4=[O:16])[CH2:12][CH2:11]3)=[O:15])=[N:29][CH:30]=2)[CH:19]=[C:18]([F:17])[CH:23]=1, predict the reactants needed to synthesize it. The reactants are: [CH3:1][N:2]1[CH2:6][CH2:5][N:4]([C@@H:7]2[CH2:12][CH2:11][C@H:10]([C:13]([OH:15])=O)[CH2:9][CH2:8]2)[C:3]1=[O:16].[F:17][C:18]1[CH:19]=[C:20]([C:25]2[CH:26]=[CH:27][C:28]([NH2:31])=[N:29][CH:30]=2)[CH:21]=[C:22]([F:24])[CH:23]=1.